From a dataset of Reaction yield outcomes from USPTO patents with 853,638 reactions. Predict the reaction yield, written as a fraction of the theoretical maximum amount of product (1.0 means a 100% yield; for example, 0.34 means a 34% yield). (1) The reactants are S(Cl)([Cl:4])(=O)=O.[Cl:6][C:7]1[CH:8]=[C:9]([C:13]2[O:17][N:16]=[C:15]([CH2:18][O:19][S:20]([CH3:23])(=[O:22])=[O:21])[CH:14]=2)[CH:10]=[CH:11][CH:12]=1. The catalyst is ClCCl. The product is [Cl:4][C:14]1[C:15]([CH2:18][O:19][S:20]([CH3:23])(=[O:22])=[O:21])=[N:16][O:17][C:13]=1[C:9]1[CH:10]=[CH:11][CH:12]=[C:7]([Cl:6])[CH:8]=1. The yield is 0.970. (2) The reactants are [I:1][C:2]1[CH:9]=[CH:8][C:5]([C:6]#[N:7])=[CH:4][C:3]=1[CH3:10].Cl.[NH2:12][OH:13].C(=O)(O)[O-].[Na+]. The catalyst is CO. The product is [OH:13][N:12]=[C:6]([NH2:7])[C:5]1[CH:8]=[CH:9][C:2]([I:1])=[C:3]([CH3:10])[CH:4]=1. The yield is 0.950. (3) The reactants are [CH3:1][O:2][CH2:3][CH2:4][NH:5][C:6]([NH:16][CH2:17][CH2:18][O:19][CH3:20])=[CH:7][C:8]([C:10]1[CH:15]=[CH:14][CH:13]=[CH:12][CH:11]=1)=[O:9].[C:21](O)(=[O:24])[C:22]#[CH:23].N1(C(N2C=CN=C2)=O)C=CN=C1. The catalyst is C1COCC1. The product is [C:8]([C:7]1[CH:23]=[CH:22][C:21](=[O:24])[N:16]([CH2:17][CH2:18][O:19][CH3:20])[C:6]=1[NH:5][CH2:4][CH2:3][O:2][CH3:1])(=[O:9])[C:10]1[CH:15]=[CH:14][CH:13]=[CH:12][CH:11]=1. The yield is 0.220.